Predict the product of the given reaction. From a dataset of Forward reaction prediction with 1.9M reactions from USPTO patents (1976-2016). Given the reactants [NH2:1][C:2]1[C:7]([C:8]([C:10]2[CH:15]=[C:14]([F:16])[CH:13]=[CH:12][C:11]=2[O:17][CH3:18])=[O:9])=[CH:6][N:5]=[C:4]([NH:19][CH:20]2[CH2:25][CH2:24][N:23]([S:26]([CH2:29][CH2:30][CH2:31]Cl)(=[O:28])=[O:27])[CH2:22][CH2:21]2)[N:3]=1.[OH:33][CH2:34][CH2:35][N:36]1[CH2:41][CH2:40][NH:39][CH2:38][CH2:37]1, predict the reaction product. The product is: [NH2:1][C:2]1[C:7]([C:8]([C:10]2[CH:15]=[C:14]([F:16])[CH:13]=[CH:12][C:11]=2[O:17][CH3:18])=[O:9])=[CH:6][N:5]=[C:4]([NH:19][CH:20]2[CH2:25][CH2:24][N:23]([S:26]([CH2:29][CH2:30][CH2:31][N:39]3[CH2:40][CH2:41][N:36]([CH2:35][CH2:34][OH:33])[CH2:37][CH2:38]3)(=[O:28])=[O:27])[CH2:22][CH2:21]2)[N:3]=1.